This data is from Catalyst prediction with 721,799 reactions and 888 catalyst types from USPTO. The task is: Predict which catalyst facilitates the given reaction. (1) Reactant: [O:1]=[C:2]1[CH2:7][CH2:6][CH:5]([C:8]([O:10][CH2:11][CH3:12])=[O:9])[CH2:4][CH2:3]1.[Br:13]Br.C([O-])(O)=O.[Na+]. Product: [Br:13][CH:3]1[C:2](=[O:1])[CH2:7][CH2:6][CH:5]([C:8]([O:10][CH2:11][CH3:12])=[O:9])[CH2:4]1. The catalyst class is: 280. (2) Reactant: [Cl:1][C:2]1[C:3]([C:12]2[O:13][CH:14]=[CH:15][CH:16]=2)=[N:4][C:5]([NH2:11])=[N:6][C:7]=1S(C)=O.[C:17]1([CH2:23][CH2:24][CH2:25][OH:26])[CH:22]=[CH:21][CH:20]=[CH:19][CH:18]=1.C1CCN2C(=NCCC2)CC1. Product: [Cl:1][C:2]1[C:3]([C:12]2[O:13][CH:14]=[CH:15][CH:16]=2)=[N:4][C:5]([NH2:11])=[N:6][C:7]=1[O:26][CH2:25][CH2:24][CH2:23][C:17]1[CH:22]=[CH:21][CH:20]=[CH:19][CH:18]=1. The catalyst class is: 12. (3) Reactant: [Cl:1][C:2]1[C:11]2[C:6](=[CH:7][C:8]([O:12][CH3:13])=[CH:9][CH:10]=2)[C:5]([C:14]2[CH:19]=[CH:18][CH:17]=[CH:16][CH:15]=2)=[C:4]([CH3:20])[N:3]=1.[OH-].[K+]. Product: [Cl-:1].[CH3:13][O:12][C:8]1[CH:7]=[C:6]2[C:11](=[CH:10][CH:9]=1)[CH:2]=[NH+:3][C:4]([CH3:20])=[C:5]2[C:14]1[CH:19]=[CH:18][CH:17]=[CH:16][CH:15]=1. The catalyst class is: 50. (4) Reactant: [CH3:1][C:2]1([CH3:15])[O:6][B:5]([OH:7])[C:4]2[CH:8]=[C:9]([N+:12]([O-])=O)[CH:10]=[CH:11][C:3]1=2.CCN(CC)CC.[Cl:23][C:24]1[CH:32]=[C:31]([F:33])[CH:30]=[CH:29][C:25]=1[C:26](Cl)=[O:27].CCOC(C)=O.Cl. Product: [Cl:23][C:24]1[CH:32]=[C:31]([F:33])[CH:30]=[CH:29][C:25]=1[C:26]([NH:12][C:9]1[CH:10]=[CH:11][C:3]2[C:2]([CH3:15])([CH3:1])[O:6][B:5]([OH:7])[C:4]=2[CH:8]=1)=[O:27]. The catalyst class is: 123. (5) Reactant: [F:1][C:2]1[N:10]=[CH:9][CH:8]=[CH:7][C:3]=1[C:4]([OH:6])=O.C(Cl)(C(Cl)=O)=O.CCN(C(C)C)C(C)C.[NH2:26][C:27]1[S:28][C:29]([N+:32]([O-:34])=[O:33])=[CH:30][N:31]=1.Cl.CCOCC. Product: [F:1][C:2]1[N:10]=[CH:9][CH:8]=[CH:7][C:3]=1[C:4]([NH:26][C:27]1[S:28][C:29]([N+:32]([O-:34])=[O:33])=[CH:30][N:31]=1)=[O:6]. The catalyst class is: 59.